The task is: Predict the reaction yield, written as a fraction of the theoretical maximum amount of product (1.0 means a 100% yield; for example, 0.34 means a 34% yield).. This data is from Reaction yield outcomes from USPTO patents with 853,638 reactions. (1) The reactants are [CH:1](=[N:8][N:9]([C:18]1[CH:22]=[CH:21][S:20][C:19]=1[C:23]([O:25]C)=O)[C:10](=[O:17])[CH2:11][C:12]([O:14][CH2:15][CH3:16])=[O:13])[C:2]1[CH:7]=[CH:6][CH:5]=[CH:4][CH:3]=1.[O-]CC.[Na+]. The catalyst is C(O)C. The product is [OH:25][C:23]1[C:19]2[S:20][CH:21]=[CH:22][C:18]=2[N:9]([N:8]=[CH:1][C:2]2[CH:3]=[CH:4][CH:5]=[CH:6][CH:7]=2)[C:10](=[O:17])[C:11]=1[C:12]([O:14][CH2:15][CH3:16])=[O:13]. The yield is 0.350. (2) The reactants are [O:1]([C:3]1[CH:11]=[C:10]2[C:6]([C:7](=O)[C:8](=[O:12])[NH:9]2)=[CH:5][CH:4]=1)[CH3:2].[CH:14]1(CC=O)[C:22]2[C:17](=[CH:18][CH:19]=[CH:20][CH:21]=2)[CH2:16][CH2:15]1.[OH-:26].[K+].[CH3:28][CH2:29]O. The catalyst is O. The product is [CH2:16]1[C:17]2[C:22](=[CH:21][C:20]([C:28]3[CH:29]=[C:7]([C:8]([OH:12])=[O:26])[C:6]4[C:10](=[CH:11][C:3]([O:1][CH3:2])=[CH:4][CH:5]=4)[N:9]=3)=[CH:19][CH:18]=2)[CH2:14][CH2:15]1. The yield is 0.880.